This data is from Forward reaction prediction with 1.9M reactions from USPTO patents (1976-2016). The task is: Predict the product of the given reaction. (1) Given the reactants [NH:1]1[CH2:5][CH2:4][CH2:3][CH2:2]1.[C:6]([O:10][C:11]([C:13]1[C:14](OS(C(F)(F)F)(=O)=O)=[N:15][C:16]2[C:21]([C:22]=1[C:23]1[CH:28]=[CH:27][CH:26]=[C:25]([CH:29]([CH3:31])[CH3:30])[CH:24]=1)=[CH:20][C:19]([Cl:32])=[CH:18][CH:17]=2)=[O:12])([CH3:9])([CH3:8])[CH3:7].C(=O)([O-])[O-].[K+].[K+], predict the reaction product. The product is: [C:6]([O:10][C:11]([C:13]1[C:14]([N:1]2[CH2:5][CH2:4][CH2:3][CH2:2]2)=[N:15][C:16]2[C:21]([C:22]=1[C:23]1[CH:28]=[CH:27][CH:26]=[C:25]([CH:29]([CH3:30])[CH3:31])[CH:24]=1)=[CH:20][C:19]([Cl:32])=[CH:18][CH:17]=2)=[O:12])([CH3:9])([CH3:8])[CH3:7]. (2) Given the reactants [CH3:1][C:2]1[CH:7]=[CH:6][C:5]([C:8](=[O:10])[CH3:9])=[CH:4][C:3]=1[N+:11]([O-])=O.[NH4+].[Cl-], predict the reaction product. The product is: [NH2:11][C:3]1[CH:4]=[C:5]([C:8](=[O:10])[CH3:9])[CH:6]=[CH:7][C:2]=1[CH3:1]. (3) Given the reactants C(OC([N:8]([CH2:41][C:42]([O:44]C(C)(C)C)=[O:43])[C:9]1[CH:14]=[CH:13][CH:12]=[C:11]([CH:15]([CH2:26][C:27]2[CH:32]=[CH:31][C:30]([N:33]([CH3:40])[S:34]([CH2:37][CH2:38][CH3:39])(=[O:36])=[O:35])=[CH:29][CH:28]=2)[NH:16][S:17]([C:20]2[CH:21]=[N:22][CH:23]=[CH:24][CH:25]=2)(=[O:19])=[O:18])[N:10]=1)=O)(C)(C)C.Cl.O1CCOCC1, predict the reaction product. The product is: [CH3:40][N:33]([S:34]([CH2:37][CH2:38][CH3:39])(=[O:35])=[O:36])[C:30]1[CH:29]=[CH:28][C:27]([CH2:26][CH:15]([NH:16][S:17]([C:20]2[CH:21]=[N:22][CH:23]=[CH:24][CH:25]=2)(=[O:18])=[O:19])[C:11]2[N:10]=[C:9]([NH:8][CH2:41][C:42]([OH:44])=[O:43])[CH:14]=[CH:13][CH:12]=2)=[CH:32][CH:31]=1. (4) Given the reactants [CH3:1][C:2]1[N:6]([CH:7]([CH3:9])[CH3:8])[C:5]([C:10]2[CH:15]=[CH:14][N:13]=[C:12](NC3CCCC(C(OC)=O)C3)[N:11]=2)=[CH:4][N:3]=1.N([O-])=[O:28].[Na+].[OH-].[Na+], predict the reaction product. The product is: [CH3:1][C:2]1[N:6]([CH:7]([CH3:9])[CH3:8])[C:5]([C:10]2[CH:15]=[CH:14][N:13]=[C:12]([OH:28])[N:11]=2)=[CH:4][N:3]=1. (5) Given the reactants [OH-].[Na+].[CH:3]1([C:9]#[C:10][CH3:11])[CH2:8][CH2:7][CH2:6][CH2:5][CH2:4]1.[SiH:12]([O:19][CH2:20][CH3:21])([O:16][CH2:17][CH3:18])[O:13][CH2:14][CH3:15].COCCOC, predict the reaction product. The product is: [CH:3]1([CH2:9][C:10]#[C:11][Si:12]([O:19][CH2:20][CH3:21])([O:16][CH2:17][CH3:18])[O:13][CH2:14][CH3:15])[CH2:8][CH2:7][CH2:6][CH2:5][CH2:4]1. (6) Given the reactants I[C:2]1[C:10]2[C:5](=[N:6][CH:7]=[CH:8][C:9]=2[N:11]2[CH2:16][CH2:15][N:14]([C:17]([O:19][C:20]([CH3:23])([CH3:22])[CH3:21])=[O:18])[CH2:13][CH2:12]2)[N:4]([CH2:24][C:25]2[CH:30]=[CH:29][C:28]([O:31][CH3:32])=[CH:27][CH:26]=2)[N:3]=1.N1C2C(=CC=C3C=2N=CC=C3)C=CC=1.[C:47]([O:51][CH2:52][CH2:53][OH:54])([CH3:50])([CH3:49])[CH3:48].[F-].[K+], predict the reaction product. The product is: [C:47]([O:51][CH2:52][CH2:53][O:54][C:2]1[C:10]2[C:5](=[N:6][CH:7]=[CH:8][C:9]=2[N:11]2[CH2:16][CH2:15][N:14]([C:17]([O:19][C:20]([CH3:23])([CH3:22])[CH3:21])=[O:18])[CH2:13][CH2:12]2)[N:4]([CH2:24][C:25]2[CH:30]=[CH:29][C:28]([O:31][CH3:32])=[CH:27][CH:26]=2)[N:3]=1)([CH3:50])([CH3:49])[CH3:48]. (7) Given the reactants ClC(Cl)(O[C:5](=[O:11])OC(Cl)(Cl)Cl)Cl.[Cl:13][C:14]1[N:19]=[CH:18][C:17]([NH2:20])=[CH:16][N:15]=1.CCN(C(C)C)C(C)C.Cl.C[O:32][C:33](=O)[C:34]([CH3:37])([CH3:36])[NH2:35], predict the reaction product. The product is: [Cl:13][C:14]1[N:19]=[CH:18][C:17]([N:20]2[C:33](=[O:32])[C:34]([CH3:37])([CH3:36])[NH:35][C:5]2=[O:11])=[CH:16][N:15]=1. (8) Given the reactants I[C:2]1[CH:10]=[CH:9][C:8]([S:11]([CH3:14])(=[O:13])=[O:12])=[CH:7][C:3]=1[C:4]([OH:6])=[O:5].[F:15][C:16]1[CH:21]=[CH:20][CH:19]=[CH:18][C:17]=1B(O)O, predict the reaction product. The product is: [F:15][C:16]1[CH:21]=[CH:20][CH:19]=[CH:18][C:17]=1[C:2]1[C:3]([C:4]([OH:6])=[O:5])=[CH:7][C:8]([S:11]([CH3:14])(=[O:13])=[O:12])=[CH:9][CH:10]=1. (9) Given the reactants [CH3:1][O:2][C:3]([C:5]1[CH:6]=[C:7]2[C:11](=[CH:12][CH:13]=1)[NH:10][N:9]=[C:8]2[C:14]([OH:16])=O)=[O:4].[NH2:17][C:18]1[CH:23]=[CH:22][C:21]([N:24]2[CH2:29][CH2:28][O:27][CH2:26][C:25]2=[O:30])=[CH:20][CH:19]=1.C1N(P(Cl)(N2C(=O)OCC2)=O)C(=O)OC1.CCN(CC)CC, predict the reaction product. The product is: [CH3:1][O:2][C:3]([C:5]1[CH:6]=[C:7]2[C:11](=[CH:12][CH:13]=1)[NH:10][N:9]=[C:8]2[C:14](=[O:16])[NH:17][C:18]1[CH:19]=[CH:20][C:21]([N:24]2[CH2:29][CH2:28][O:27][CH2:26][C:25]2=[O:30])=[CH:22][CH:23]=1)=[O:4].